Task: Predict the reaction yield, written as a fraction of the theoretical maximum amount of product (1.0 means a 100% yield; for example, 0.34 means a 34% yield).. Dataset: Reaction yield outcomes from USPTO patents with 853,638 reactions (1) The reactants are [C:1]([C:3](=[C:7]([S:10][CH3:11])SC)[C:4]([NH2:6])=[O:5])#[N:2].[CH:12]([C:15]1[CH:21]=[CH:20][C:18]([NH2:19])=[CH:17][CH:16]=1)([CH3:14])[CH3:13]. The catalyst is C(O)C. The product is [C:1]([C:3](=[C:7]([NH:19][C:18]1[CH:20]=[CH:21][C:15]([CH:12]([CH3:14])[CH3:13])=[CH:16][CH:17]=1)[S:10][CH3:11])[C:4]([NH2:6])=[O:5])#[N:2]. The yield is 0.620. (2) The reactants are [CH2:1]([N:8]1[C:16]2[CH:15]=CC=[C:12]([C:17]([O-])=O)[C:11]=2[C:10]([CH2:20][CH2:21]N[C@H]2C3CCN(CC3)C2)=[N:9]1)[C:2]1[CH:7]=[CH:6][CH:5]=[CH:4][CH:3]=1.[Li+].[CH:32]([N:35]([CH2:39][CH3:40])[CH:36]([CH3:38])C)([CH3:34])C.[CH3:41]CCP1(OP(CCC)(=O)OP(CCC)(=O)O1)=O.C(=O)(O)[O-].[Na+].[CH3:64][N:65]([CH:67]=[O:68])C. The product is [CH2:1]([N:8]1[C:16]2=[CH:15][CH:64]=[N:65][C:67](=[O:68])[C:12]3=[C:11]2[C:10]([CH2:20][CH2:21][C@H:17]3[CH:40]2[CH:41]3[CH2:34][CH2:32][N:35]([CH2:36][CH2:38]3)[CH2:39]2)=[N:9]1)[C:2]1[CH:3]=[CH:4][CH:5]=[CH:6][CH:7]=1. The catalyst is [Cl-].[Na+].O. The yield is 0.660. (3) The reactants are [C:1]1([CH:7]([C:16]2[CH:21]=[CH:20][CH:19]=[CH:18][CH:17]=2)[O:8][CH:9]2[CH2:14][CH2:13][N:12](C)[CH2:11][CH2:10]2)[CH:6]=[CH:5][CH:4]=[CH:3][CH:2]=1.Cl.Cl[C:24]([O:26][CH2:27][CH3:28])=[O:25]. The catalyst is C1(C)C=CC=CC=1. The product is [C:16]1([CH:7]([C:1]2[CH:2]=[CH:3][CH:4]=[CH:5][CH:6]=2)[O:8][CH:9]2[CH2:14][CH2:13][N:12]([C:24]([O:26][CH2:27][CH3:28])=[O:25])[CH2:11][CH2:10]2)[CH:17]=[CH:18][CH:19]=[CH:20][CH:21]=1. The yield is 0.720. (4) The reactants are [CH3:1][N:2]([C:9]1[CH:10]=[C:11]([C:18]2[CH:23]=[CH:22][C:21]([C:24]([F:27])([F:26])[F:25])=[CH:20][CH:19]=2)[CH:12]=[CH:13][C:14]=1[N+:15]([O-])=O)[CH2:3][C:4]([O:6]CC)=O.[H][H]. The catalyst is CO.[Pd]. The product is [CH3:1][N:2]1[C:9]2[C:14](=[CH:13][CH:12]=[C:11]([C:18]3[CH:19]=[CH:20][C:21]([C:24]([F:26])([F:27])[F:25])=[CH:22][CH:23]=3)[CH:10]=2)[NH:15][C:4](=[O:6])[CH2:3]1. The yield is 0.0700. (5) The reactants are [Cr](O[Cr]([O-])(=O)=O)([O-])(=O)=[O:2].[NH+]1C=CC=CC=1.[NH+]1C=CC=CC=1.[F:22][C:23]1[CH:24]=[C:25]([CH:37]=[CH:38][C:39]=1[F:40])[CH2:26][O:27][CH2:28][CH2:29][CH2:30][CH2:31][CH2:32][CH2:33][CH2:34][CH2:35][OH:36]. The catalyst is CN(C)C=O. The product is [F:22][C:23]1[CH:24]=[C:25]([CH:37]=[CH:38][C:39]=1[F:40])[CH2:26][O:27][CH2:28][CH2:29][CH2:30][CH2:31][CH2:32][CH2:33][CH2:34][C:35]([OH:2])=[O:36]. The yield is 0.610. (6) The reactants are I[C:2]1[C:3]([CH:11]([CH3:13])[CH3:12])=[N:4][N:5]2[CH:10]=[CH:9][CH:8]=[CH:7][C:6]=12.CC1(C)C(C)(C)OB([C:22]2[CH:23]=[N:24][N:25](C(OC(C)(C)C)=O)[CH:26]=2)O1.C(#N)C.C([O-])(O)=O.[Na+]. The catalyst is FC(F)(F)C(O)=O.ClCCl. The product is [CH:11]([C:3]1[C:2]([C:22]2[CH:23]=[N:24][NH:25][CH:26]=2)=[C:6]2[CH:7]=[CH:8][CH:9]=[CH:10][N:5]2[N:4]=1)([CH3:13])[CH3:12]. The yield is 0.310. (7) The reactants are [NH:1]1[CH2:5][CH2:4][C:3]2([CH2:10][CH:9]3[CH2:11][N:6]2[CH2:7][CH2:8]3)[CH2:2]1.C1(P(C2C=CC=CC=2)C2C=CC3C(=CC=CC=3)C=2C2C3C(=CC=CC=3)C=CC=2P(C2C=CC=CC=2)C2C=CC=CC=2)C=CC=CC=1.CC(C)([O-])C.[K+].Br[C:65]1[CH:66]=[C:67]([O:71][C:72]2[CH:77]=[CH:76][CH:75]=[CH:74][CH:73]=2)[CH:68]=[N:69][CH:70]=1. The catalyst is C1(C)C=CC=CC=1.C1C=CC(/C=C/C(/C=C/C2C=CC=CC=2)=O)=CC=1.C1C=CC(/C=C/C(/C=C/C2C=CC=CC=2)=O)=CC=1.C1C=CC(/C=C/C(/C=C/C2C=CC=CC=2)=O)=CC=1.[Pd].[Pd]. The product is [O:71]([C:67]1[CH:66]=[C:65]([N:1]2[CH2:5][CH2:4][C:3]3([CH2:10][CH:9]4[CH2:11][N:6]3[CH2:7][CH2:8]4)[CH2:2]2)[CH:70]=[N:69][CH:68]=1)[C:72]1[CH:73]=[CH:74][CH:75]=[CH:76][CH:77]=1. The yield is 0.520.